From a dataset of NCI-60 drug combinations with 297,098 pairs across 59 cell lines. Regression. Given two drug SMILES strings and cell line genomic features, predict the synergy score measuring deviation from expected non-interaction effect. (1) Drug 1: C1C(C(OC1N2C=NC(=NC2=O)N)CO)O. Drug 2: B(C(CC(C)C)NC(=O)C(CC1=CC=CC=C1)NC(=O)C2=NC=CN=C2)(O)O. Cell line: K-562. Synergy scores: CSS=48.4, Synergy_ZIP=-2.05, Synergy_Bliss=-2.99, Synergy_Loewe=-3.26, Synergy_HSA=-1.63. (2) Drug 1: C1=CC(=CC=C1CCC2=CNC3=C2C(=O)NC(=N3)N)C(=O)NC(CCC(=O)O)C(=O)O. Drug 2: C1=NNC2=C1C(=O)NC=N2. Cell line: HT29. Synergy scores: CSS=39.6, Synergy_ZIP=3.15, Synergy_Bliss=4.21, Synergy_Loewe=-22.4, Synergy_HSA=2.64. (3) Drug 1: C1=NC(=NC(=O)N1C2C(C(C(O2)CO)O)O)N. Drug 2: CN(C(=O)NC(C=O)C(C(C(CO)O)O)O)N=O. Cell line: K-562. Synergy scores: CSS=49.1, Synergy_ZIP=-5.09, Synergy_Bliss=-6.20, Synergy_Loewe=-1.29, Synergy_HSA=-0.476. (4) Drug 1: C1=CC(=CC=C1CCC2=CNC3=C2C(=O)NC(=N3)N)C(=O)NC(CCC(=O)O)C(=O)O. Drug 2: CC1=C(N=C(N=C1N)C(CC(=O)N)NCC(C(=O)N)N)C(=O)NC(C(C2=CN=CN2)OC3C(C(C(C(O3)CO)O)O)OC4C(C(C(C(O4)CO)O)OC(=O)N)O)C(=O)NC(C)C(C(C)C(=O)NC(C(C)O)C(=O)NCCC5=NC(=CS5)C6=NC(=CS6)C(=O)NCCC[S+](C)C)O. Cell line: UACC62. Synergy scores: CSS=14.6, Synergy_ZIP=-4.55, Synergy_Bliss=0.365, Synergy_Loewe=1.77, Synergy_HSA=2.30. (5) Drug 2: COC1=NC(=NC2=C1N=CN2C3C(C(C(O3)CO)O)O)N. Drug 1: CN1C2=C(C=C(C=C2)N(CCCl)CCCl)N=C1CCCC(=O)O.Cl. Synergy scores: CSS=-3.71, Synergy_ZIP=0.228, Synergy_Bliss=-1.51, Synergy_Loewe=-3.68, Synergy_HSA=-4.10. Cell line: EKVX. (6) Drug 1: CN(CC1=CN=C2C(=N1)C(=NC(=N2)N)N)C3=CC=C(C=C3)C(=O)NC(CCC(=O)O)C(=O)O. Drug 2: CC12CCC3C(C1CCC2OP(=O)(O)O)CCC4=C3C=CC(=C4)OC(=O)N(CCCl)CCCl.[Na+]. Cell line: HOP-62. Synergy scores: CSS=21.1, Synergy_ZIP=-5.52, Synergy_Bliss=3.91, Synergy_Loewe=-9.17, Synergy_HSA=1.52. (7) Drug 1: CC1=C(C=C(C=C1)C(=O)NC2=CC(=CC(=C2)C(F)(F)F)N3C=C(N=C3)C)NC4=NC=CC(=N4)C5=CN=CC=C5. Drug 2: C1=NC2=C(N=C(N=C2N1C3C(C(C(O3)CO)O)F)Cl)N. Cell line: M14. Synergy scores: CSS=14.7, Synergy_ZIP=-3.39, Synergy_Bliss=1.44, Synergy_Loewe=-3.34, Synergy_HSA=2.48.